The task is: Predict the reaction yield, written as a fraction of the theoretical maximum amount of product (1.0 means a 100% yield; for example, 0.34 means a 34% yield).. This data is from Reaction yield outcomes from USPTO patents with 853,638 reactions. (1) The reactants are [CH:1]1[C:6]2[S:7][C:8]3[C:9]4[C:14]([N:15]=[C:16]5[C:21]=3[CH:20]=[CH:19][CH:18]=[CH:17]5)=[CH:13][CH:12]=[CH:11][C:10]=4[C:5]=2[C:4]([C:22]([O:24][CH3:25])=[O:23])=[CH:3][CH:2]=1.[CH3:26][I:27]. No catalyst specified. The product is [I-:27].[CH3:25][O:24][C:22]([C:4]1[C:5]2[C:10]3[CH:11]=[CH:12][CH:13]=[C:14]4[N+:15]([CH3:26])=[C:16]5[C:21]([CH:20]=[CH:19][CH:18]=[CH:17]5)=[C:8]([C:9]=34)[S:7][C:6]=2[CH:1]=[CH:2][CH:3]=1)=[O:23]. The yield is 0.350. (2) The reactants are Br[C:2]1[CH:7]=[CH:6][C:5]([Br:8])=[CH:4][N:3]=1.[C:9]1([OH:15])[CH:14]=[CH:13][CH:12]=[CH:11][CH:10]=1.CC(C)([O-])C.[K+]. The catalyst is CS(C)=O. The product is [Br:8][C:5]1[CH:6]=[CH:7][C:2]([O:15][C:9]2[CH:14]=[CH:13][CH:12]=[CH:11][CH:10]=2)=[N:3][CH:4]=1. The yield is 0.700. (3) The reactants are [CH3:1][C:2]1[N:7]=[C:6]([N:8]2[CH2:13][CH2:12][CH:11]([N:14]([CH2:25][CH3:26])C(=O)OCC3C=CC=CC=3)[CH2:10][CH2:9]2)[CH:5]=[C:4]([CH3:27])[N:3]=1. The catalyst is CO.[OH-].[OH-].[Pd+2]. The product is [CH3:1][C:2]1[N:7]=[C:6]([N:8]2[CH2:13][CH2:12][CH:11]([NH:14][CH2:25][CH3:26])[CH2:10][CH2:9]2)[CH:5]=[C:4]([CH3:27])[N:3]=1. The yield is 0.660. (4) The reactants are [CH3:1][N:2]([CH3:10])[C:3]1([C:8]#[N:9])[CH2:7][CH2:6][CH2:5][CH2:4]1.[CH2:11]([Li])[CH3:12].[BH4-].[Na+].C(=O)([O-])O.[Na+]. The catalyst is C1COCC1.C1C=CC=CC=1.CO. The product is [NH2:9][CH:8]([C:3]1([N:2]([CH3:10])[CH3:1])[CH2:7][CH2:6][CH2:5][CH2:4]1)[CH2:11][CH3:12]. The yield is 0.460. (5) The reactants are CC1(C)C(C)(C)OB([C:9]2[CH:14]=[CH:13][N:12]=[C:11]3[N:15]([S:18]([C:21]4[CH:27]=[CH:26][C:24]([CH3:25])=[CH:23][CH:22]=4)(=[O:20])=[O:19])[CH:16]=[CH:17][C:10]=23)O1.Cl[C:30]1[N:35]=[C:34]([N:36]2[CH2:41][CH2:40][O:39][CH2:38][C@H:37]2[CH3:42])[CH:33]=[C:32]([C:43]2([S@:46]([CH3:49])(=[NH:48])=[O:47])[CH2:45][CH2:44]2)[N:31]=1.C(=O)([O-])[O-].[Na+].[Na+]. The catalyst is COCCOC.COCCOC.O.CCOC(C)=O.Cl[Pd](Cl)([P](C1C=CC=CC=1)(C1C=CC=CC=1)C1C=CC=CC=1)[P](C1C=CC=CC=1)(C1C=CC=CC=1)C1C=CC=CC=1. The product is [CH3:42][C@@H:37]1[CH2:38][O:39][CH2:40][CH2:41][N:36]1[C:34]1[CH:33]=[C:32]([C:43]2([S@:46]([CH3:49])(=[NH:48])=[O:47])[CH2:44][CH2:45]2)[N:31]=[C:30]([C:9]2[CH:14]=[CH:13][N:12]=[C:11]3[N:15]([S:18]([C:21]4[CH:22]=[CH:23][C:24]([CH3:25])=[CH:26][CH:27]=4)(=[O:19])=[O:20])[CH:16]=[CH:17][C:10]=23)[N:35]=1. The yield is 0.390. (6) The reactants are [CH2:1]([O:3][P:4]([NH:9][C@H:10]1[C@H:15]([O:16][CH3:17])[CH2:14][CH2:13][N:12](C(OCC2C=CC=CC=2)=O)[CH2:11]1)([O:6][CH2:7][CH3:8])=[O:5])[CH3:2].[H][H]. The catalyst is CO.[Pd]. The product is [CH3:17][O:16][C@@H:15]1[CH2:14][CH2:13][NH:12][CH2:11][C@H:10]1[NH:9][P:4](=[O:5])([O:6][CH2:7][CH3:8])[O:3][CH2:1][CH3:2]. The yield is 0.980. (7) The reactants are [H-].[Na+].[OH:3][CH2:4][CH2:5][O:6][CH2:7][CH2:8][OH:9].I[CH2:11][CH2:12][C:13]12[CH2:22][CH:17]3[CH2:18][CH:19]([CH2:21][CH:15]([CH2:16]3)[CH2:14]1)[CH2:20]2. The catalyst is CCOC(C)=O. The product is [C:13]12([CH2:12][CH2:11][O:3][CH2:4][CH2:5][O:6][CH2:7][CH2:8][OH:9])[CH2:14][CH:15]3[CH2:21][CH:19]([CH2:18][CH:17]([CH2:16]3)[CH2:22]1)[CH2:20]2. The yield is 0.200.